This data is from Full USPTO retrosynthesis dataset with 1.9M reactions from patents (1976-2016). The task is: Predict the reactants needed to synthesize the given product. (1) Given the product [Cl:1][C:2]1[CH:3]=[C:4]([C:13]2[C:22]3[C:17](=[CH:18][C:19]([C:24]#[N:25])=[C:20]([F:23])[CH:21]=3)[CH:16]=[C:15]([CH3:26])[N:14]=2)[CH:5]=[N:6][C:7]=1[O:8][CH2:9][CH:10]([CH3:12])[CH3:11], predict the reactants needed to synthesize it. The reactants are: [Cl:1][C:2]1[CH:3]=[C:4]([C:13]2[C:22]3[C:17](=[CH:18][C:19]([C:24]#[N:25])=[C:20]([F:23])[CH:21]=3)[CH:16]=[CH:15][N:14]=2)[CH:5]=[N:6][C:7]=1[O:8][CH2:9][CH:10]([CH3:12])[CH3:11].[C:26]([O-])([O-])=O.[Cs+].[Cs+]. (2) The reactants are: [CH3:1][C:2]1[CH:7]=[C:6]([O:8][CH2:9][C:10]2[C:11]([C:16]3[CH:21]=[CH:20][CH:19]=[CH:18][CH:17]=3)=[N:12][O:13][C:14]=2[CH3:15])[N:5]=[N:4][C:3]=1[C:22]([OH:24])=O.CC1O[N:29]=[C:28](C2C=CC=CC=2)[C:27]=1[CH2:37][O:38][C:39]1N=NC(C(O)=O)=C[CH:40]=1.NC1CCOCC1. Given the product [O:38]1[CH2:37][CH2:27][CH:28]([NH:29][C:22]([C:3]2[N:4]=[N:5][C:6]([O:8][CH2:9][C:10]3[C:11]([C:16]4[CH:21]=[CH:20][CH:19]=[CH:18][CH:17]=4)=[N:12][O:13][C:14]=3[CH3:15])=[CH:7][C:2]=2[CH3:1])=[O:24])[CH2:40][CH2:39]1, predict the reactants needed to synthesize it.